The task is: Predict the reaction yield, written as a fraction of the theoretical maximum amount of product (1.0 means a 100% yield; for example, 0.34 means a 34% yield).. This data is from Reaction yield outcomes from USPTO patents with 853,638 reactions. (1) The reactants are CCCS([C:7]1[O:8][C:9]2[CH:15]=[CH:14][C:13]([C:16]3[CH:23]=[CH:22][C:19]([C:20]#[N:21])=[CH:18][CH:17]=3)=[CH:12][C:10]=2[CH:11]=1)(=O)=O.Br.[CH3:25][C@@H:26]1[CH2:30][CH2:29][CH2:28][NH:27]1.C(=O)([O-])[O-].[Na+].[Na+].[C:37](#N)[CH3:38]. No catalyst specified. The product is [CH3:25][C@@H:26]1[CH2:30][CH2:29][CH2:28][N:27]1[CH2:37][CH2:38][C:7]1[O:8][C:9]2[CH:15]=[CH:14][C:13]([C:16]3[CH:17]=[CH:18][C:19]([C:20]#[N:21])=[CH:22][CH:23]=3)=[CH:12][C:10]=2[CH:11]=1. The yield is 0.340. (2) The reactants are [H-].[Na+].[CH3:3][O:4][C:5](=[O:21])[C:6]1[CH:11]=[CH:10][CH:9]=[CH:8][C:7]=1[CH2:12]P(OCC)(OCC)=O.C1OCCOCCOCCOCCOC1.[CH3:37][N:38]1[CH2:43][CH2:42][C:41](=O)[CH2:40][CH2:39]1. The catalyst is C1COCC1. The product is [CH3:3][O:4][C:5](=[O:21])[C:6]1[CH:11]=[CH:10][CH:9]=[CH:8][C:7]=1[CH:12]=[C:41]1[CH2:42][CH2:43][N:38]([CH3:37])[CH2:39][CH2:40]1. The yield is 0.210. (3) The reactants are C[O:2][C:3]([C@@H:5]1[CH2:9][C@@H:8]([S:10][C:11]([C:24]2[CH:29]=[CH:28][CH:27]=[CH:26][CH:25]=2)([C:18]2[CH:23]=[CH:22][CH:21]=[CH:20][CH:19]=2)[C:12]2[CH:17]=[CH:16][CH:15]=[CH:14][CH:13]=2)[CH2:7][N:6]1[C:30]([O:32][C:33]([CH3:36])([CH3:35])[CH3:34])=[O:31])=O.O.C(O)(=O)CC(CC(O)=O)(C(O)=O)O. The catalyst is C1(C)C=CC=CC=1. The product is [C:33]([O:32][C:30]([N:6]1[CH2:7][C@H:8]([S:10][C:11]([C:18]2[CH:19]=[CH:20][CH:21]=[CH:22][CH:23]=2)([C:12]2[CH:17]=[CH:16][CH:15]=[CH:14][CH:13]=2)[C:24]2[CH:29]=[CH:28][CH:27]=[CH:26][CH:25]=2)[CH2:9][C@H:5]1[CH2:3][OH:2])=[O:31])([CH3:36])([CH3:35])[CH3:34]. The yield is 0.690. (4) The reactants are [CH:1]1([N:7]=[C:8]=[O:9])[CH2:6][CH2:5][CH2:4][CH2:3][CH2:2]1.FC(F)(F)C([O-])=O.[CH2:17]([O:24][C:25]1[CH:30]=[C:29]([O:31][CH2:32][C:33]2[CH:38]=[CH:37][CH:36]=[CH:35][CH:34]=2)[CH:28]=[CH:27][C:26]=1[CH:39]1[CH2:43][CH2:42][NH2+:41][CH2:40]1)[C:18]1[CH:23]=[CH:22][CH:21]=[CH:20][CH:19]=1. The catalyst is O1CCCC1.C(N(CC)C(C)C)(C)C. The product is [CH:1]1([NH:7][C:8]([N:41]2[CH2:42][CH2:43][CH:39]([C:26]3[CH:27]=[CH:28][C:29]([O:31][CH2:32][C:33]4[CH:38]=[CH:37][CH:36]=[CH:35][CH:34]=4)=[CH:30][C:25]=3[O:24][CH2:17][C:18]3[CH:19]=[CH:20][CH:21]=[CH:22][CH:23]=3)[CH2:40]2)=[O:9])[CH2:6][CH2:5][CH2:4][CH2:3][CH2:2]1. The yield is 0.660. (5) The reactants are [CH3:1][CH:2]([C:14](=O)[CH3:15])[C:3]([NH:5][CH2:6][CH2:7][C:8]1[CH:13]=[CH:12][CH:11]=[CH:10][CH:9]=1)=[O:4].[NH3:17].[Cl-].[Al+3].[Cl-].[Cl-]. The catalyst is C(OCC)C. The product is [CH2:6]([NH:5][C:3](=[O:4])[C:2]([CH3:1])=[C:14]([NH2:17])[CH3:15])[CH2:7][C:8]1[CH:13]=[CH:12][CH:11]=[CH:10][CH:9]=1. The yield is 0.850.